From a dataset of Full USPTO retrosynthesis dataset with 1.9M reactions from patents (1976-2016). Predict the reactants needed to synthesize the given product. (1) Given the product [C:18]([O:17][C:15]([N:8]1[CH2:9][C:10]([F:13])([F:14])[CH2:11][CH2:12][C@H:7]1[CH2:6][CH2:5][C:4]([OH:22])=[O:3])=[O:16])([CH3:21])([CH3:19])[CH3:20], predict the reactants needed to synthesize it. The reactants are: C([O:3][C:4](=[O:22])[CH2:5][CH2:6][C@@H:7]1[CH2:12][CH2:11][C:10]([F:14])([F:13])[CH2:9][N:8]1[C:15]([O:17][C:18]([CH3:21])([CH3:20])[CH3:19])=[O:16])C.O[Li].O. (2) Given the product [F:1][C:2]1[N:3]=[CH:4][C:5]([NH2:14])=[C:6]([O:8][CH2:9][C:10]([F:13])([F:11])[F:12])[CH:7]=1, predict the reactants needed to synthesize it. The reactants are: [F:1][C:2]1[CH:7]=[C:6]([O:8][CH2:9][C:10]([F:13])([F:12])[F:11])[C:5]([N+:14]([O-])=O)=[CH:4][N:3]=1. (3) Given the product [O:14]=[C:3]1[C:4]2[C:9](=[CH:8][CH:7]=[CH:6][C:5]=2[NH:10][C:11](=[O:13])[CH3:12])[CH2:1][CH2:2]1, predict the reactants needed to synthesize it. The reactants are: [CH2:1]1[C:9]2[C:4](=[C:5]([NH:10][C:11](=[O:13])[CH3:12])[CH:6]=[CH:7][CH:8]=2)[CH2:3][CH2:2]1.[O-:14]S([O-])(=O)=O.[Mg+2].[O-][Mn](=O)(=O)=O.[K+]. (4) Given the product [Br:18][C:19]1[CH:27]=[C:23]([C:24]([NH:1][CH2:2][C@H:3]2[CH2:4][CH2:5][C@H:6]([CH2:9][NH:10][C:11](=[O:17])[O:12][C:13]([CH3:14])([CH3:16])[CH3:15])[CH2:7][CH2:8]2)=[O:25])[CH:22]=[N:21][CH:20]=1, predict the reactants needed to synthesize it. The reactants are: [NH2:1][CH2:2][C@H:3]1[CH2:8][CH2:7][C@H:6]([CH2:9][NH:10][C:11](=[O:17])[O:12][C:13]([CH3:16])([CH3:15])[CH3:14])[CH2:5][CH2:4]1.[Br:18][C:19]1[CH:20]=[N:21][CH:22]=[C:23]([CH:27]=1)[C:24](O)=[O:25].BrC1C=C(C=CN=1)C(O)=O. (5) Given the product [CH3:30][C:31]1([CH3:37])[CH2:35][N:34]([C:2]2[CH:29]=[CH:28][C:5]([CH2:6][N:7]3[C:15]4[C:14]([O:16][CH3:17])=[N:13][C:12]([N:18]5[CH:22]=[C:21]([C:23]([O:25][CH2:26][CH3:27])=[O:24])[CH:20]=[N:19]5)=[N:11][C:10]=4[CH:9]=[N:8]3)=[CH:4][CH:3]=2)[C:33](=[O:36])[CH2:32]1, predict the reactants needed to synthesize it. The reactants are: Br[C:2]1[CH:29]=[CH:28][C:5]([CH2:6][N:7]2[C:15]3[C:14]([O:16][CH3:17])=[N:13][C:12]([N:18]4[CH:22]=[C:21]([C:23]([O:25][CH2:26][CH3:27])=[O:24])[CH:20]=[N:19]4)=[N:11][C:10]=3[CH:9]=[N:8]2)=[CH:4][CH:3]=1.[CH3:30][C:31]1([CH3:37])[CH2:35][NH:34][C:33](=[O:36])[CH2:32]1. (6) Given the product [CH3:15][N:12]1[C:13](=[O:14])[N:9]([C:4]2[CH:5]=[CH:6][CH:7]=[CH:8][C:3]=2[CH2:2][O:16][C:17]2[CH:22]=[CH:21][C:20]([C:23](=[O:26])[CH2:24][CH3:25])=[CH:19][C:18]=2[CH3:27])[N:10]=[N:11]1, predict the reactants needed to synthesize it. The reactants are: Br[CH2:2][C:3]1[CH:8]=[CH:7][CH:6]=[CH:5][C:4]=1[N:9]1[C:13](=[O:14])[N:12]([CH3:15])[N:11]=[N:10]1.[OH:16][C:17]1[CH:22]=[CH:21][C:20]([C:23](=[O:26])[CH2:24][CH3:25])=[CH:19][C:18]=1[CH3:27].C(=O)([O-])[O-].[K+].[K+].